From a dataset of Full USPTO retrosynthesis dataset with 1.9M reactions from patents (1976-2016). Predict the reactants needed to synthesize the given product. The reactants are: [NH2:1][C:2]1[CH:3]=[C:4]([CH:31]=[CH:32][CH:33]=1)[O:5][C:6]1[C:7]2[C:21]([F:22])=[CH:20][N:19]([CH2:23][O:24][CH2:25][CH2:26][Si:27]([CH3:30])([CH3:29])[CH3:28])[C:8]=2[N:9]=[C:10]([NH:12][C:13]2[CH:17]=[CH:16][N:15]([CH3:18])[N:14]=2)[N:11]=1.[C:34](Cl)(=[O:37])[CH:35]=[CH2:36]. Given the product [F:22][C:21]1[C:7]2[C:6]([O:5][C:4]3[CH:3]=[C:2]([NH:1][C:34](=[O:37])[CH:35]=[CH2:36])[CH:33]=[CH:32][CH:31]=3)=[N:11][C:10]([NH:12][C:13]3[CH:17]=[CH:16][N:15]([CH3:18])[N:14]=3)=[N:9][C:8]=2[N:19]([CH2:23][O:24][CH2:25][CH2:26][Si:27]([CH3:28])([CH3:29])[CH3:30])[CH:20]=1, predict the reactants needed to synthesize it.